From a dataset of Full USPTO retrosynthesis dataset with 1.9M reactions from patents (1976-2016). Predict the reactants needed to synthesize the given product. (1) The reactants are: [O:1]1[C:5]2[CH:6]=[CH:7][C:8]([CH:10]=[CH:11][C:12]([OH:14])=O)=[CH:9][C:4]=2[O:3][CH2:2]1.C[N:16](C)C=O.N. Given the product [O:1]1[C:5]2[CH:6]=[CH:7][C:8]([CH:10]=[CH:11][C:12]([NH2:16])=[O:14])=[CH:9][C:4]=2[O:3][CH2:2]1, predict the reactants needed to synthesize it. (2) Given the product [CH:12]1([CH:7]([N:6]2[CH:17]=[CH:16][C:15]([OH:22])=[C:3]([C:1]#[N:2])[C:4]2=[O:5])[C:8]([F:11])([F:10])[F:9])[CH2:14][CH2:13]1, predict the reactants needed to synthesize it. The reactants are: [C:1]([CH:3]([C:15](=[O:22])[CH2:16][CH:17](OC)OC)[C:4]([NH:6][CH:7]([CH:12]1[CH2:14][CH2:13]1)[C:8]([F:11])([F:10])[F:9])=[O:5])#[N:2].Cl.O. (3) Given the product [F:1][C:2]1[CH:7]=[C:6]([C:8]([F:9])([F:11])[F:10])[CH:5]=[CH:4][C:3]=1[C:12]1[C:21]2[CH2:20][CH2:19][CH2:18][CH:17]([CH2:22][C:23]([N:25]([CH3:27])[CH3:26])=[O:24])[C:16]=2[CH:15]=[N:14][CH:13]=1, predict the reactants needed to synthesize it. The reactants are: [F:1][C:2]1[CH:7]=[C:6]([C:8]([F:11])([F:10])[F:9])[CH:5]=[CH:4][C:3]=1[C:12]1[C:21]2[CH2:20][CH2:19][CH2:18][CH:17]([CH2:22][C:23]([NH:25][CH3:26])=[O:24])[C:16]=2[CH:15]=[N:14][CH:13]=1.[CH3:27]NC.